This data is from Full USPTO retrosynthesis dataset with 1.9M reactions from patents (1976-2016). The task is: Predict the reactants needed to synthesize the given product. (1) Given the product [Cl:1][C:2]1[C:7]([N+:8]([O-:10])=[O:9])=[CH:6][CH:5]=[CH:4][C:3]=1[C:11]1[O:12][C:13]2[C:18]([C:19](=[O:21])[CH:20]=1)=[C:17]([OH:22])[CH:16]=[C:15]([OH:24])[C:14]=2[C@@H:26]1[CH2:30][CH2:29][N:28]([CH3:31])[C@H:27]1[CH2:32][OH:33], predict the reactants needed to synthesize it. The reactants are: [Cl:1][C:2]1[C:7]([N+:8]([O-:10])=[O:9])=[CH:6][CH:5]=[CH:4][C:3]=1[C:11]1[O:12][C:13]2[C:18]([C:19](=[O:21])[CH:20]=1)=[C:17]([O:22]C)[CH:16]=[C:15]([O:24]C)[C:14]=2[C@@H:26]1[CH2:30][CH2:29][N:28]([CH3:31])[C@H:27]1[CH2:32][OH:33].Cl.N1C=CC=CC=1.C([O-])([O-])=O.[Na+].[Na+]. (2) Given the product [Cl:26][C:14]1[N:15]=[N:16][C:11]([C:1]2[C:10]3[C:5](=[CH:6][CH:7]=[CH:8][CH:9]=3)[CH:4]=[CH:3][CH:2]=2)=[C:12]([C:18]2[CH:23]=[CH:22][N:21]=[CH:20][CH:19]=2)[CH:13]=1, predict the reactants needed to synthesize it. The reactants are: [C:1]1([C:11]2[N:16]=[N:15][C:14](O)=[CH:13][C:12]=2[C:18]2[CH:23]=[CH:22][N:21]=[CH:20][CH:19]=2)[C:10]2[C:5](=[CH:6][CH:7]=[CH:8][CH:9]=2)[CH:4]=[CH:3][CH:2]=1.O=P(Cl)(Cl)[Cl:26].[OH-].[Na+]. (3) Given the product [NH2:34][C:32]1[CH:31]=[CH:30][C:29]([Cl:35])=[C:28]([C:21]2[C:22](=[O:27])[N:23]([CH3:26])[C:24]3[C:19]([CH:20]=2)=[CH:18][N:17]=[C:16]([NH:15][CH3:14])[CH:25]=3)[CH:33]=1, predict the reactants needed to synthesize it. The reactants are: C(O)(C(F)(F)F)=O.COC1C=CC([CH2:14][N:15](C)[C:16]2[CH:25]=[C:24]3[C:19]([CH:20]=[C:21]([C:28]4[CH:33]=[C:32]([NH2:34])[CH:31]=[CH:30][C:29]=4[Cl:35])[C:22](=[O:27])[N:23]3[CH3:26])=[CH:18][N:17]=2)=CC=1.